From a dataset of Full USPTO retrosynthesis dataset with 1.9M reactions from patents (1976-2016). Predict the reactants needed to synthesize the given product. (1) Given the product [CH3:33][O:32][CH2:31][C@H:30]([CH3:34])[O:29][C:14]1[CH:13]=[C:12]([C:9]2[NH:8][C:7]([C:5]3[O:1][C@@H:2]([CH3:35])[CH2:3][N:4]=3)=[CH:11][CH:10]=2)[CH:17]=[C:16]([O:18][Si:19]([CH:23]([CH3:24])[CH3:25])([CH:20]([CH3:21])[CH3:22])[CH:26]([CH3:28])[CH3:27])[CH:15]=1, predict the reactants needed to synthesize it. The reactants are: [OH:1][C@H:2]([CH3:35])[CH2:3][NH:4][C:5]([C:7]1[NH:8][C:9]([C:12]2[CH:17]=[C:16]([O:18][Si:19]([CH:26]([CH3:28])[CH3:27])([CH:23]([CH3:25])[CH3:24])[CH:20]([CH3:22])[CH3:21])[CH:15]=[C:14]([O:29][C@@H:30]([CH3:34])[CH2:31][O:32][CH3:33])[CH:13]=2)=[CH:10][CH:11]=1)=O.CS(O)(=O)=O.C(N(CC)CC)C.[Cl-].[NH4+]. (2) Given the product [ClH:31].[C:12]([C:16]1[N:17]=[C:18]([CH:32]2[CH2:33][CH2:34][CH2:35]2)[CH:19]=[C:20]([N:22]2[CH2:27][CH2:26][N:25]([CH2:28][CH2:29][CH2:30][S:1][C:2]3[CH:7]=[CH:6][CH:5]=[CH:4][N:3]=3)[CH2:24][CH2:23]2)[N:21]=1)([CH3:15])([CH3:13])[CH3:14], predict the reactants needed to synthesize it. The reactants are: [SH:1][C:2]1[CH:7]=[CH:6][CH:5]=[CH:4][N:3]=1.[OH-].[Li+].[I-].[Na+].[C:12]([C:16]1[N:21]=[C:20]([N:22]2[CH2:27][CH2:26][N:25]([CH2:28][CH2:29][CH2:30][Cl:31])[CH2:24][CH2:23]2)[CH:19]=[C:18]([CH:32]2[CH2:35][CH2:34][CH2:33]2)[N:17]=1)([CH3:15])([CH3:14])[CH3:13]. (3) The reactants are: [C:1]1([CH2:7][C:8]#[N:9])[CH:6]=[CH:5][CH:4]=[CH:3][CH:2]=1.[CH3:10][C:11]([O:14][C:15](O[C:15]([O:14][C:11]([CH3:13])([CH3:12])[CH3:10])=[O:16])=[O:16])([CH3:13])[CH3:12].[Li+].CC([N-]C(C)C)C. Given the product [C:11]([O:14][C:15](=[O:16])[CH:7]([C:8]#[N:9])[C:1]1[CH:6]=[CH:5][CH:4]=[CH:3][CH:2]=1)([CH3:13])([CH3:12])[CH3:10], predict the reactants needed to synthesize it. (4) The reactants are: Br[C:2]1[CH:7]=[CH:6][C:5]([O:8][CH3:9])=[CH:4][C:3]=1[F:10].C(=O)([O-])[O-].[Cs+].[Cs+].[C:17]([C:19]1[CH:24]=[C:23]([O:25][CH3:26])[CH:22]=[C:21]([CH3:27])[C:20]=1[O:28][CH3:29])#[CH:18]. Given the product [F:10][C:3]1[CH:4]=[C:5]([O:8][CH3:9])[CH:6]=[CH:7][C:2]=1[C:18]#[C:17][C:19]1[CH:24]=[C:23]([O:25][CH3:26])[CH:22]=[C:21]([CH3:27])[C:20]=1[O:28][CH3:29], predict the reactants needed to synthesize it. (5) Given the product [NH2:15][C:2]1([CH3:1])[CH2:3][CH2:4][N:5]([C:8]([O:10][C:11]([CH3:14])([CH3:13])[CH3:12])=[O:9])[CH2:6][CH2:7]1, predict the reactants needed to synthesize it. The reactants are: [CH3:1][C:2]1([NH:15]C(OCC2C=CC=CC=2)=O)[CH2:7][CH2:6][N:5]([C:8]([O:10][C:11]([CH3:14])([CH3:13])[CH3:12])=[O:9])[CH2:4][CH2:3]1. (6) The reactants are: C(OC([N:8]1[CH2:13][CH2:12][N:11]([C:14]2[N:19]=[C:18]([O:20][C:21]3[CH:26]=[CH:25][C:24]([O:27][C:28]4[CH:33]=[CH:32][CH:31]=[CH:30][CH:29]=4)=[CH:23][CH:22]=3)[C:17]([C:34](=[O:36])[NH2:35])=[CH:16][N:15]=2)[CH2:10][CH2:9]1)=O)(C)(C)C.[ClH:37]. Given the product [ClH:37].[O:27]([C:24]1[CH:25]=[CH:26][C:21]([O:20][C:18]2[C:17]([C:34]([NH2:35])=[O:36])=[CH:16][N:15]=[C:14]([N:11]3[CH2:12][CH2:13][NH:8][CH2:9][CH2:10]3)[N:19]=2)=[CH:22][CH:23]=1)[C:28]1[CH:33]=[CH:32][CH:31]=[CH:30][CH:29]=1, predict the reactants needed to synthesize it. (7) Given the product [OH:34][CH2:33][CH2:32][CH2:31][NH:30][C:27]([C:3]1[C:4]2[CH:10]=[CH:9][C:8]([O:11][C:12]3[CH:17]=[CH:16][N:15]=[C:14]4[CH:18]=[C:19]([C:21]5[N:22]([CH3:26])[CH:23]=[CH:24][N:25]=5)[S:20][C:13]=34)=[CH:7][C:5]=2[S:6][C:2]=1[CH3:1])=[O:29], predict the reactants needed to synthesize it. The reactants are: [CH3:1][C:2]1[S:6][C:5]2[CH:7]=[C:8]([O:11][C:12]3[CH:17]=[CH:16][N:15]=[C:14]4[CH:18]=[C:19]([C:21]5[N:22]([CH3:26])[CH:23]=[CH:24][N:25]=5)[S:20][C:13]=34)[CH:9]=[CH:10][C:4]=2[C:3]=1[C:27]([OH:29])=O.[NH2:30][CH2:31][CH2:32][CH2:33][OH:34].C(N(CC)C(C)C)(C)C.CN(C(ON1N=NC2C=CC=CC1=2)=[N+](C)C)C.F[P-](F)(F)(F)(F)F. (8) The reactants are: Cl.[C:2]([O:5][C@@H:6]([C:30]1[S:31][CH:32]=[C:33]([C:35]([NH:37][C@@H:38]([CH2:45][C:46]2[CH:51]=[CH:50][CH:49]=[CH:48][CH:47]=2)[CH2:39][C@H:40]([CH3:44])[C:41]([OH:43])=[O:42])=[O:36])[N:34]=1)[CH2:7][C@@H:8]([N:12]([CH3:29])[C:13](=[O:28])[C@@H:14]([NH:19][C:20]([C@H:22]1[CH2:27][CH2:26][CH2:25][CH2:24][NH:23]1)=[O:21])[C@@H:15]([CH3:18])[CH2:16][CH3:17])[CH:9]([CH3:11])[CH3:10])(=[O:4])[CH3:3].C(=O)([O-])OC1C=CC([N+]([O-])=O)=CC=1C[C:64]1[CH:69]=[CH:68][C:67]([NH:70][C:71](=[O:96])[C@@H:72]([NH:74][C:75](=[O:95])[C@@H:76]([NH:80][C:81](=[O:94])[CH2:82][CH2:83][CH2:84][CH2:85][CH2:86][N:87]2[C:91](=[O:92])[CH:90]=[CH:89][C:88]2=[O:93])[CH:77]([CH3:79])[CH3:78])[CH3:73])=[CH:66][CH:65]=1.C(N(C(C)C)CC)(C)C.N1C2C(=NC=CC=2)N(O)N=1. Given the product [C:2]([O:5][C@@H:6]([C:30]1[S:31][CH:32]=[C:33]([C:35]([NH:37][C@@H:38]([CH2:45][C:46]2[CH:47]=[CH:48][CH:49]=[CH:50][CH:51]=2)[CH2:39][C@H:40]([CH3:44])[C:41]([OH:43])=[O:42])=[O:36])[N:34]=1)[CH2:7][C@@H:8]([N:12]([CH3:29])[C:13](=[O:28])[C@@H:14]([NH:19][C:20]([C@H:22]1[CH2:27][CH2:26][CH2:25][CH2:24][N:23]1[C:2]([O:5][CH2:6][C:64]1[CH:69]=[CH:68][C:67]([NH:70][C:71](=[O:96])[C@@H:72]([NH:74][C:75](=[O:95])[C@@H:76]([NH:80][C:81](=[O:94])[CH2:82][CH2:83][CH2:84][CH2:85][CH2:86][N:87]2[C:91](=[O:92])[CH:90]=[CH:89][C:88]2=[O:93])[CH:77]([CH3:78])[CH3:79])[CH3:73])=[CH:66][CH:65]=1)=[O:4])=[O:21])[C@@H:15]([CH3:18])[CH2:16][CH3:17])[CH:9]([CH3:10])[CH3:11])(=[O:4])[CH3:3], predict the reactants needed to synthesize it. (9) Given the product [N+:9]([C:5]1[C:6]([NH2:8])=[N:7][C:2]([C:12]2[CH:17]=[CH:16][CH:15]=[CH:14][CH:13]=2)=[CH:3][CH:4]=1)([O-:11])=[O:10], predict the reactants needed to synthesize it. The reactants are: Cl[C:2]1[N:7]=[C:6]([NH2:8])[C:5]([N+:9]([O-:11])=[O:10])=[CH:4][CH:3]=1.[C:12]1(OB(O)O)[CH:17]=[CH:16][CH:15]=[CH:14][CH:13]=1.C(=O)([O-])[O-].[Na+].[Na+].C1(C)C=CC=CC=1.